Dataset: Experimentally validated miRNA-target interactions with 360,000+ pairs, plus equal number of negative samples. Task: Binary Classification. Given a miRNA mature sequence and a target amino acid sequence, predict their likelihood of interaction. (1) The miRNA is mmu-miR-344b-3p with sequence CAUUUAGCCAAAGCCUGACUGU. The protein sequence of the target gene is MVGGEASAAVEKLVSGVRQAADFAEQFRSYSESEKQWKARMEFILRHLPDYRDPPDGGGRLDQLLSLSMVWANHLFLGCSYNKDLLDKVMEMADGIEVEDLPQFTTRSELMRKHQS. Result: 0 (no interaction). (2) The miRNA is mmu-miR-7038-3p with sequence CACUGCUCCUGCCUUCUUACAG. The protein sequence of the target gene is MSVGRRKLALLWALALALACTRHTGHAQDGSSESSYKHHPALSPIARGPSGVPLRGATVFPSLRTIPVVRASNPAHNGRVCSTWGSFHYKTFDGDVFRFPGLCNYVFSEHCGAAYEDFNIQLRRSQESAAPTLSRVLMKVDGVVIQLTKGSVLVNGHPVLLPFSQSGVLIQQSSSYTKVEARLGLVLMWNHDDSLLLELDTKYANKTCGLCGDFNGMPVVSELLSHNTKLTPMEFGNLQKMDDPTDQCQDPVPEPPRNCSTGFGICEELLHGQLFSGCVALVDVGSYLEACRQDLCFCED.... Result: 0 (no interaction). (3) The miRNA is hsa-miR-515-5p with sequence UUCUCCAAAAGAAAGCACUUUCUG. The protein sequence of the target gene is MASFGWKRKIGEKVSKVTSQQFEAEAADEKDVVDNDEGNWLHAIKRRKEILLEGCAEKSKQLKDEGASLAENKRYREAIQKWDEALQLTPNDATLYEMKSQVLMSLHEMFPAVHAAEMAVQQNPHSWESWQTLGRAQLGLGEIILAIRSFQVALHIYPMNPEIWKEDLSWARTLQEQQKVAQRIKKSEAPAEVTHFSPKSIPDYDFESDEIVAVCAAIAEKEKTVSANKTMVIVSASGAIETVTEKEDGATPPDGSVFIKAR. Result: 1 (interaction). (4) The miRNA is mmu-miR-3618-3p with sequence CUACAUUAAUGAAAAGAGCAAU. The protein sequence of the target gene is MAADVVGDVYVLVEHPFEYTGKDGRRVAIRPNERYRLLRRSTEHWWHVRREPGGRPFYLPAQYVRELPALGNPAAAAPPGPHPSPAAPEPLAYDYRFVSAAATAGPDGAPEESGGRASSLCGPAQRGAATQRSSLAPGLPACLYLRPAAPVRPAQSLNDLACAAVSPPAGLLGSSGSFKACSVAGSWVCPRPLARSDSENVYEVIQDLHVPPPEESAEQVDDPPEPVYANIERQPRATSPGAAAAPLPSPVWETHTDAGTGRPYYYNPDTGVTTWESPFEAAEGAASPATSPASVDSHVS.... Result: 0 (no interaction). (5) The miRNA is hsa-miR-1237-5p with sequence CGGGGGCGGGGCCGAAGCGCG. The protein sequence of the target gene is MLTFMASDSEEEVCDERTSLMSAESPTSRSCQDSRPGPEDGENTAQWRSQENEDDCEEDPDHYACSGVPGRPSGLEEELTLKYGAKHVIMLFVPVTLCMIVVVATIKSVRFYTEKNGQLIYTPFTEDTPSVGQRLLNSVLNTLIMISVIVVMTIFLVVLYKYRCYKFIHGWLIMSSLMLLFLFTYIYLGEVFKTYNVAMDYPTLFLAVWNFGAVGMVCIHWKGPLVLQQAYLIVISALMALVFIKYLPEWSAWVILGAISVYDLVAVLCPKGPLRMLVETAQERNEPIFPALIYSSAMVW.... Result: 0 (no interaction). (6) The protein sequence of the target gene is MSGPCGEKPVLEASPTMSLWEFEDSHSRQGTPRPGQELAAEEASALELQMKVDFFRKLGYSSTEIHSVLQKLGVQADTNTVLGELVKHGTATERERQTSPDPCPQLPLVPRGGGTPKAPNLEPPLPEEEKEGSDLRPVVIDGSNVAMSHGNKEVFSCRGILLAVNWFLERGHTDITVFVPSWRKEQPRPDVPITDQHILRELEKKKILVFTPSRRVGGKRVVCYDDRFIVKLAYESDGIVVSNDTYRDLQGERQEWKRFIEERLLMYSFVNDKFMPPDDPLGRHGPSLDNFLRKKPLTLE.... Result: 1 (interaction). The miRNA is hsa-miR-3922-5p with sequence UCAAGGCCAGAGGUCCCACAGCA. (7) The miRNA is hsa-miR-124-3p with sequence UAAGGCACGCGGUGAAUGCCAA. The protein sequence of the target gene is MPSCSTSTMPGMICKNPDLEFDSLQPCFYPDEDDFYFGGPDSTPPGEDIWKKFELLPTPPLSPSRGFAEHSSEPPSWVTEMLLENELWGSPAEEDAFGLGGLGGLTPNPVILQDCMWSGFSAREKLERAVSEKLQHGRGPPTAGSTAQSPGAGAASPAGRGHGGAAGAGRAGAALPAELAHPAAECVDPAVVFPFPVNKREPAPVPAAPASAPAAGPAVASGAGIAAPAGAPGVAPPRPGGRQTSGGDHKALSTSGEDTLSDSDDEDDEEEDEEEEIDVVTVEKRRSSSNTKAVTTFTIT.... Result: 1 (interaction).